This data is from Catalyst prediction with 721,799 reactions and 888 catalyst types from USPTO. The task is: Predict which catalyst facilitates the given reaction. (1) Reactant: [O:1]1[CH2:5][CH2:4][O:3][CH:2]1[CH2:6][C:7]1([CH2:16][NH:17][C:18](=[O:24])[O:19][C:20]([CH3:23])([CH3:22])[CH3:21])[C:15]2[C:10](=[CH:11][CH:12]=[CH:13][CH:14]=2)[CH2:9][CH2:8]1.IC.[CH3:27][Si]([N-][Si](C)(C)C)(C)C.[Na+]. Product: [O:1]1[CH2:5][CH2:4][O:3][CH:2]1[CH2:6][C:7]1([CH2:16][N:17]([CH3:27])[C:18](=[O:24])[O:19][C:20]([CH3:21])([CH3:23])[CH3:22])[C:15]2[C:10](=[CH:11][CH:12]=[CH:13][CH:14]=2)[CH2:9][CH2:8]1. The catalyst class is: 1. (2) Reactant: [CH2:1]([O:3][C:4](=[O:10])[C:5]([CH3:9])([CH3:8])[CH2:6][NH2:7])[CH3:2].[C:11]1(=O)[CH2:15][CH2:14][CH2:13][CH2:12]1.C([O-])(=O)C.[Na+].C(O[BH-](OC(=O)C)OC(=O)C)(=O)C.[Na+]. Product: [CH2:1]([O:3][C:4](=[O:10])[C:5]([CH3:9])([CH3:8])[CH2:6][NH:7][CH:11]1[CH2:15][CH2:14][CH2:13][CH2:12]1)[CH3:2]. The catalyst class is: 2.